From a dataset of Full USPTO retrosynthesis dataset with 1.9M reactions from patents (1976-2016). Predict the reactants needed to synthesize the given product. (1) The reactants are: Br[C:2]1[CH:7]=[CH:6][C:5]([Br:8])=[CH:4][CH:3]=1.[Li]CCCC.[CH2:14]([CH:17]1[CH2:22][CH2:21][CH:20]([CH:23]2[CH2:28][CH2:27][C:26](=[O:29])[CH2:25][CH2:24]2)[CH2:19][CH2:18]1)[CH2:15][CH3:16].Cl. Given the product [Br:8][C:5]1[CH:6]=[CH:7][C:2]([C:26]2([OH:29])[CH2:25][CH2:24][CH:23]([CH:20]3[CH2:21][CH2:22][CH:17]([CH2:14][CH2:15][CH3:16])[CH2:18][CH2:19]3)[CH2:28][CH2:27]2)=[CH:3][CH:4]=1, predict the reactants needed to synthesize it. (2) Given the product [C:21]([O:20][C:18](=[O:19])[NH:17][CH:11]1[CH2:12][CH2:13][C:14]2[C:9](=[CH:8][C:7]([C:35]#[N:36])=[CH:16][CH:15]=2)[CH:10]1[CH2:25][C:26]1[CH:31]=[CH:30][C:29]([Cl:32])=[CH:28][CH:27]=1)([CH3:23])([CH3:22])[CH3:24], predict the reactants needed to synthesize it. The reactants are: FC(F)(F)S(O[C:7]1[CH:16]=[CH:15][C:14]2[CH2:13][CH2:12][CH:11]([NH:17][C:18]([O:20][C:21]([CH3:24])([CH3:23])[CH3:22])=[O:19])[CH:10]([CH2:25][C:26]3[CH:31]=[CH:30][C:29]([Cl:32])=[CH:28][CH:27]=3)[C:9]=2[CH:8]=1)(=O)=O.[CH3:35][N:36](C)C=O.